This data is from Full USPTO retrosynthesis dataset with 1.9M reactions from patents (1976-2016). The task is: Predict the reactants needed to synthesize the given product. (1) Given the product [C:5]12([C:3](=[O:4])[CH2:2][S:21][C:17]3[N:16]([CH3:15])[CH:20]=[N:19][N:18]=3)[CH2:14][CH:9]3[CH2:10][CH:11]([CH2:13][CH:7]([CH2:8]3)[CH2:6]1)[CH2:12]2, predict the reactants needed to synthesize it. The reactants are: Br[CH2:2][C:3]([C:5]12[CH2:14][CH:9]3[CH2:10][CH:11]([CH2:13][CH:7]([CH2:8]3)[CH2:6]1)[CH2:12]2)=[O:4].[CH3:15][N:16]1[CH:20]=[N:19][N:18]=[C:17]1[SH:21].C(N(CC)CC)C. (2) Given the product [Cl:15][C:4]1[C:5]([C:6]([NH:8][CH:9]2[CH2:11][CH2:10]2)=[O:7])=[CH:12][C:13]2[N:14]=[C:18]([C:17]([Cl:23])([Cl:22])[Cl:16])[NH:1][C:2]=2[CH:3]=1, predict the reactants needed to synthesize it. The reactants are: [NH2:1][C:2]1[C:13]([NH2:14])=[CH:12][C:5]([C:6]([NH:8][CH:9]2[CH2:11][CH2:10]2)=[O:7])=[C:4]([Cl:15])[CH:3]=1.[Cl:16][C:17]([Cl:23])([Cl:22])[C:18](=N)OC. (3) Given the product [OH:8][CH:9]([C:11]1[NH:16][C:15](=[O:17])[C:14]2=[CH:18][N:19]=[C:20]([CH:21]3[CH2:22][CH2:23][O:24][CH2:25][CH2:26]3)[N:13]2[N:12]=1)[CH3:10], predict the reactants needed to synthesize it. The reactants are: C([O:8][CH:9]([C:11]1[NH:16][C:15](=[O:17])[C:14]2=[CH:18][N:19]=[C:20]([C:21]3[CH2:22][CH2:23][O:24][CH2:25][CH:26]=3)[N:13]2[N:12]=1)[CH3:10])C1C=CC=CC=1. (4) The reactants are: [Na].[Br:2][C:3]1[CH:8]=[CH:7][CH:6]=[C:5]([C:9]#[N:10])[C:4]=1[NH:11][CH2:12][C:13]([NH2:15])=[O:14].[NH4+].[Cl-]. Given the product [NH2:10][C:9]1[C:5]2[C:4](=[C:3]([Br:2])[CH:8]=[CH:7][CH:6]=2)[NH:11][C:12]=1[C:13]([NH2:15])=[O:14], predict the reactants needed to synthesize it.